This data is from NCI-60 drug combinations with 297,098 pairs across 59 cell lines. The task is: Regression. Given two drug SMILES strings and cell line genomic features, predict the synergy score measuring deviation from expected non-interaction effect. Drug 1: CC1=C(N=C(N=C1N)C(CC(=O)N)NCC(C(=O)N)N)C(=O)NC(C(C2=CN=CN2)OC3C(C(C(C(O3)CO)O)O)OC4C(C(C(C(O4)CO)O)OC(=O)N)O)C(=O)NC(C)C(C(C)C(=O)NC(C(C)O)C(=O)NCCC5=NC(=CS5)C6=NC(=CS6)C(=O)NCCC[S+](C)C)O. Drug 2: CNC(=O)C1=NC=CC(=C1)OC2=CC=C(C=C2)NC(=O)NC3=CC(=C(C=C3)Cl)C(F)(F)F. Cell line: SNB-19. Synergy scores: CSS=6.71, Synergy_ZIP=-0.583, Synergy_Bliss=0.422, Synergy_Loewe=-15.7, Synergy_HSA=-5.42.